Dataset: Forward reaction prediction with 1.9M reactions from USPTO patents (1976-2016). Task: Predict the product of the given reaction. (1) The product is: [F:25][C:22]1[CH:23]=[C:24]2[C:19]([C:18](=[O:35])[C:17]([C:36]([OH:38])=[O:37])=[CH:16][N:15]2[C@@H:10]([C:11]([CH3:14])([CH3:13])[CH3:12])[CH2:9][OH:8])=[CH:20][C:21]=1[NH:26][CH2:27][C:28]1[CH:29]=[CH:30][C:31]([F:34])=[CH:32][CH:33]=1. Given the reactants [Si]([O:8][CH2:9][C@@H:10]([N:15]1[C:24]2[C:19](=[CH:20][C:21]([NH:26][CH2:27][C:28]3[CH:33]=[CH:32][C:31]([F:34])=[CH:30][CH:29]=3)=[C:22]([F:25])[CH:23]=2)[C:18](=[O:35])[C:17]([C:36]([O:38]CC)=[O:37])=[CH:16]1)[C:11]([CH3:14])([CH3:13])[CH3:12])(C(C)(C)C)(C)C.O(C)[Na].O, predict the reaction product. (2) Given the reactants [NH2:1][C@@H:2]1[C:11]2[C:6](=[CH:7][CH:8]=[CH:9][CH:10]=2)[C@H:5]([OH:12])[CH2:4][CH2:3]1.[H-].[Na+].F[C:16]1[CH:17]=[CH:18][C:19]2[N:20]([C:22]([N:25]([CH3:34])[CH2:26][CH2:27][N:28]3[CH2:33][CH2:32][O:31][CH2:30][CH2:29]3)=[N:23][N:24]=2)[CH:21]=1.N, predict the reaction product. The product is: [NH2:1][C@@H:2]1[C:11]2[C:6](=[CH:7][CH:8]=[CH:9][CH:10]=2)[C@H:5]([O:12][C:16]2[CH:17]=[CH:18][C:19]3[N:20]([C:22]([N:25]([CH3:34])[CH2:26][CH2:27][N:28]4[CH2:33][CH2:32][O:31][CH2:30][CH2:29]4)=[N:23][N:24]=3)[CH:21]=2)[CH2:4][CH2:3]1. (3) Given the reactants [Cl:1][C:2]1[CH:3]=[CH:4][C:5]([O:27][CH3:28])=[C:6]([S:8]([N:11]2[C:15]3[CH:16]=[C:17]([C:24]([OH:26])=O)[CH:18]=[C:19]([C:20]([F:23])([F:22])[F:21])[C:14]=3[O:13][CH2:12]2)(=[O:10])=[O:9])[CH:7]=1.[NH2:29][C:30]1[CH:40]=[CH:39][C:33]([C:34]([O:36][CH2:37][CH3:38])=[O:35])=[CH:32][CH:31]=1, predict the reaction product. The product is: [CH2:37]([O:36][C:34](=[O:35])[C:33]1[CH:39]=[CH:40][C:30]([NH:29][C:24]([C:17]2[CH:18]=[C:19]([C:20]([F:22])([F:23])[F:21])[C:14]3[O:13][CH2:12][N:11]([S:8]([C:6]4[CH:7]=[C:2]([Cl:1])[CH:3]=[CH:4][C:5]=4[O:27][CH3:28])(=[O:9])=[O:10])[C:15]=3[CH:16]=2)=[O:26])=[CH:31][CH:32]=1)[CH3:38]. (4) Given the reactants [F:1][C:2]1[C:7]([F:8])=[CH:6][CH:5]=[CH:4][C:3]=1[C:9]1[N:17]=[C:12]2[CH:13]=[N:14][NH:15][CH:16]=[C:11]2[N:10]=1.Cl[CH2:19][C:20]1[O:24][N:23]=[C:22]([C:25]2[CH:30]=[CH:29][C:28]([O:31][C:32]([F:40])([F:39])[CH:33]([F:38])[C:34]([F:37])([F:36])[F:35])=[CH:27][CH:26]=2)[CH:21]=1, predict the reaction product. The product is: [F:1][C:2]1[C:7]([F:8])=[CH:6][CH:5]=[CH:4][C:3]=1[C:9]1[N:17]=[C:12]2[CH:13]=[N:14][N:15]([CH2:19][C:20]3[O:24][N:23]=[C:22]([C:25]4[CH:30]=[CH:29][C:28]([O:31][C:32]([F:40])([F:39])[CH:33]([F:38])[C:34]([F:35])([F:37])[F:36])=[CH:27][CH:26]=4)[CH:21]=3)[CH:16]=[C:11]2[N:10]=1. (5) Given the reactants [NH2:1][C:2]1[CH:3]=[CH:4][C:5]([C:8]2[CH:13]=[CH:12][C:11]([C:14]34[CH2:21][CH2:20][C:17]([CH2:22][C:23]([O:25][CH2:26][C:27]5[CH:32]=[CH:31][CH:30]=[CH:29][CH:28]=5)=[O:24])([CH2:18][CH2:19]3)[O:16][CH2:15]4)=[CH:10][CH:9]=2)=[N:6][CH:7]=1.[C:33](N1C=CC=CC1=O)(N1C=CC=CC1=O)=S.[NH2:49][CH2:50][C:51](=[O:56])[C:52]([CH3:55])([CH3:54])[CH3:53].CCN(C(C)C)C(C)C.CCN=C=NCCCN(C)C.Cl, predict the reaction product. The product is: [C:52]([C:51]1[O:56][C:33]([NH:1][C:2]2[CH:3]=[CH:4][C:5]([C:8]3[CH:9]=[CH:10][C:11]([C:14]45[CH2:21][CH2:20][C:17]([CH2:22][C:23]([O:25][CH2:26][C:27]6[CH:28]=[CH:29][CH:30]=[CH:31][CH:32]=6)=[O:24])([CH2:18][CH2:19]4)[O:16][CH2:15]5)=[CH:12][CH:13]=3)=[N:6][CH:7]=2)=[N:49][CH:50]=1)([CH3:55])([CH3:54])[CH3:53].